Dataset: NCI-60 drug combinations with 297,098 pairs across 59 cell lines. Task: Regression. Given two drug SMILES strings and cell line genomic features, predict the synergy score measuring deviation from expected non-interaction effect. Drug 1: CC1=C(C=C(C=C1)NC(=O)C2=CC=C(C=C2)CN3CCN(CC3)C)NC4=NC=CC(=N4)C5=CN=CC=C5. Drug 2: CC(C)(C#N)C1=CC(=CC(=C1)CN2C=NC=N2)C(C)(C)C#N. Cell line: NCI-H522. Synergy scores: CSS=3.00, Synergy_ZIP=-1.06, Synergy_Bliss=-0.952, Synergy_Loewe=-1.09, Synergy_HSA=-0.999.